This data is from Full USPTO retrosynthesis dataset with 1.9M reactions from patents (1976-2016). The task is: Predict the reactants needed to synthesize the given product. (1) The reactants are: [CH3:1][C:2]1([CH3:32])[CH2:11][CH:10]=[C:9]([C:12]2[CH:17]=[CH:16][C:15](C)=[CH:14][CH:13]=2)[C:8]2[CH:7]=[C:6]([C:19]#[C:20][C:21]3[CH:31]=[CH:30][C:24]([C:25]([O:27][CH2:28][CH3:29])=[O:26])=[CH:23][CH:22]=3)[CH:5]=[CH:4][C:3]1=2.CC1(C)CC=C(OS(C(F)(F)F)(=O)=O)C2C=C(C#CC3C=CC(C(OCC)=O)=CC=3)C=CC1=2. Given the product [CH3:32][C:2]1([CH3:1])[CH2:11][CH:10]=[C:9]([C:12]2[CH:17]=[CH:16][CH:15]=[CH:14][CH:13]=2)[C:8]2[CH:7]=[C:6]([C:19]#[C:20][C:21]3[CH:22]=[CH:23][C:24]([C:25]([O:27][CH2:28][CH3:29])=[O:26])=[CH:30][CH:31]=3)[CH:5]=[CH:4][C:3]1=2, predict the reactants needed to synthesize it. (2) Given the product [NH2:33][CH:1]([C:4]1[C:5]([O:26][CH3:27])=[C:6]([CH:12]2[CH2:15][N:14]([C:16]([O:18][CH2:19][C:20]3[CH:25]=[CH:24][CH:23]=[CH:22][CH:21]=3)=[O:17])[CH2:13]2)[C:7]([CH3:11])=[C:8]([Cl:10])[CH:9]=1)[CH3:2], predict the reactants needed to synthesize it. The reactants are: [C:1]([C:4]1[C:5]([O:26][CH3:27])=[C:6]([CH:12]2[CH2:15][N:14]([C:16]([O:18][CH2:19][C:20]3[CH:25]=[CH:24][CH:23]=[CH:22][CH:21]=3)=[O:17])[CH2:13]2)[C:7]([CH3:11])=[C:8]([Cl:10])[CH:9]=1)(=O)[CH3:2].C(O)C.[BH4-].[Na+].[NH3:33]. (3) The reactants are: Cl[CH2:2][C:3]1[CH:8]=[C:7]([C:9]([F:12])([F:11])[F:10])[CH:6]=[C:5]([N+:13]([O-:15])=[O:14])[CH:4]=1.[Na+].[CH3:17][S:18]([O-:20])=[O:19]. Given the product [CH3:17][S:18]([CH2:2][C:3]1[CH:8]=[C:7]([C:9]([F:12])([F:11])[F:10])[CH:6]=[C:5]([N+:13]([O-:15])=[O:14])[CH:4]=1)(=[O:20])=[O:19], predict the reactants needed to synthesize it. (4) The reactants are: [C:1]([N:8]1[C:12](=O)[CH2:11][CH2:10][C@@H:9]1[C:14]([O:16][CH2:17][CH3:18])=[O:15])([O:3][C:4]([CH3:7])([CH3:6])[CH3:5])=[O:2].BrCC1C=CC=CC=1.Br[C:28]1[CH:33]=[CH:32][C:31]([O:34][C:35]([CH3:38])([CH3:37])[CH3:36])=[CH:30][CH:29]=1. Given the product [CH2:17]([O:16][C:14](=[O:15])[C@H:9]([NH:8][C:1]([O:3][C:4]([CH3:7])([CH3:6])[CH3:5])=[O:2])[CH2:10][CH2:11][CH2:12][C:28]1[CH:33]=[CH:32][C:31]([O:34][C:35]([CH3:38])([CH3:37])[CH3:36])=[CH:30][CH:29]=1)[CH3:18], predict the reactants needed to synthesize it. (5) Given the product [CH2:1]([P:3]([CH2:6][CH2:7][C:8]#[N:9])(=[O:4])[O:5][CH2:10][CH2:11][CH2:12][CH2:13][OH:14])[CH3:2], predict the reactants needed to synthesize it. The reactants are: [CH2:1]([P:3]([CH2:6][CH2:7][C:8]#[N:9])(=[O:5])[OH:4])[CH3:2].[CH2:10](O)[CH2:11][CH2:12][CH2:13][OH:14]. (6) Given the product [F:4][C:2]([C:5]1[N:9]2[C:10]3[CH:33]=[CH:32][C:31]([C:34]([F:35])([F:36])[F:37])=[CH:30][C:11]=3[C@@H:12]([C:21]3[CH:26]=[CH:25][CH:24]=[C:23]([O:27][CH3:28])[C:22]=3[CH3:29])[O:13][C@H:14]([CH2:15][C:16]([O:18][CH2:19][CH3:20])=[O:17])[C:8]2=[N:7][N:6]=1)([F:1])[CH3:3].[F:4][C:2]([C:5]1[N:9]2[C:10]3[CH:33]=[CH:32][C:31]([C:34]([F:35])([F:36])[F:37])=[CH:30][C:11]=3[C@H:12]([C:21]3[CH:26]=[CH:25][CH:24]=[C:23]([O:27][CH3:28])[C:22]=3[CH3:29])[O:13][C@@H:14]([CH2:15][C:16]([O:18][CH2:19][CH3:20])=[O:17])[C:8]2=[N:7][N:6]=1)([F:1])[CH3:3], predict the reactants needed to synthesize it. The reactants are: [F:1][C:2]([C:5]1[N:9]2[C:10]3[CH:33]=[CH:32][C:31]([C:34]([F:37])([F:36])[F:35])=[CH:30][C:11]=3[C@@H:12]([C:21]3[CH:26]=[CH:25][CH:24]=[C:23]([O:27][CH3:28])[C:22]=3[CH3:29])[O:13][C@H:14]([CH2:15][C:16]([O:18][CH2:19][CH3:20])=[O:17])[C:8]2=[N:7][N:6]=1)([F:4])[CH3:3].CCCCCC. (7) The reactants are: [O:1]=[S:2]1(=[O:30])[C:7]2[CH:8]=[CH:9][CH:10]=[CH:11][C:6]=2[NH:5][C:4]([C:12]2[C:13](=[O:29])[N:14]([N:23]=[CH:24][CH2:25][CH:26]([CH3:28])[CH3:27])[C:15]3[C:20]([C:21]=2[OH:22])=[CH:19][CH:18]=[CH:17][CH:16]=3)=[N:3]1.CO.[BH4-].[Li+].Cl. Given the product [O:30]=[S:2]1(=[O:1])[C:7]2[CH:8]=[CH:9][CH:10]=[CH:11][C:6]=2[NH:5][C:4]([C:12]2[C:13](=[O:29])[N:14]([NH:23][CH2:24][CH2:25][CH:26]([CH3:27])[CH3:28])[C:15]3[C:20]([C:21]=2[OH:22])=[CH:19][CH:18]=[CH:17][CH:16]=3)=[N:3]1, predict the reactants needed to synthesize it.